Dataset: Forward reaction prediction with 1.9M reactions from USPTO patents (1976-2016). Task: Predict the product of the given reaction. (1) Given the reactants [N+:1]([C:4]1[CH:5]=[CH:6][C:7]([C:20]#[N:21])=[C:8]([NH:10][C:11](=[O:19])[C:12]2[CH:17]=[CH:16][C:15]([F:18])=[CH:14][CH:13]=2)[CH:9]=1)([O-])=O.[H][H], predict the reaction product. The product is: [NH2:1][C:4]1[CH:5]=[CH:6][C:7]([C:20]#[N:21])=[C:8]([NH:10][C:11](=[O:19])[C:12]2[CH:17]=[CH:16][C:15]([F:18])=[CH:14][CH:13]=2)[CH:9]=1. (2) Given the reactants [C:1]([O:20][CH2:21][C@@H:22]([OH:31])[CH2:23][CH2:24][C:25]([CH:29]=[CH2:30])(O)[CH:26]=[CH2:27])([C:14]1[CH:19]=[CH:18][CH:17]=[CH:16][CH:15]=1)([C:8]1[CH:13]=[CH:12][CH:11]=[CH:10][CH:9]=1)[C:2]1[CH:7]=[CH:6][CH:5]=[CH:4][CH:3]=1.C1(C)C(S(Cl)(=O)=O)=CC=CC=1.O, predict the reaction product. The product is: [C:1]([O:20][CH2:21][C@@H:22]1[O:31][C:25]([CH:26]=[CH2:27])([CH:29]=[CH2:30])[CH2:24][CH2:23]1)([C:14]1[CH:19]=[CH:18][CH:17]=[CH:16][CH:15]=1)([C:2]1[CH:7]=[CH:6][CH:5]=[CH:4][CH:3]=1)[C:8]1[CH:13]=[CH:12][CH:11]=[CH:10][CH:9]=1.